From a dataset of Peptide-MHC class I binding affinity with 185,985 pairs from IEDB/IMGT. Regression. Given a peptide amino acid sequence and an MHC pseudo amino acid sequence, predict their binding affinity value. This is MHC class I binding data. The peptide sequence is AIKSNNHLT. The MHC is HLA-A02:01 with pseudo-sequence HLA-A02:01. The binding affinity (normalized) is 0.0564.